This data is from Catalyst prediction with 721,799 reactions and 888 catalyst types from USPTO. The task is: Predict which catalyst facilitates the given reaction. (1) Reactant: [CH:1]1([N:6]2[C:10]([CH3:11])=[C:9]([C:12]([O:14]CC)=[O:13])[CH:8]=[N:7]2)[CH2:5][CH2:4][CH2:3][CH2:2]1.[Li+].[OH-]. Product: [CH:1]1([N:6]2[C:10]([CH3:11])=[C:9]([C:12]([OH:14])=[O:13])[CH:8]=[N:7]2)[CH2:2][CH2:3][CH2:4][CH2:5]1. The catalyst class is: 88. (2) Reactant: Br[C:2]1[CH:7]=[C:6]([C:8]([F:11])([F:10])[F:9])[CH:5]=[CH:4][C:3]=1[CH3:12].N#N.[CH3:15][CH2:16][OH:17].[Li][CH:19](CC)C.C1CCCCC1.B(F)(F)F.C(OCC)C. Product: [CH3:12][C:3]1[CH:4]=[CH:5][C:6]([C:8]([F:11])([F:10])[F:9])=[CH:7][C:2]=1[CH2:15][C@H:16]([OH:17])[CH3:19]. The catalyst class is: 1. (3) Reactant: Br[CH2:2][C:3](=[O:16])[C:4]([C:7]1[CH:12]=[CH:11][C:10]([F:13])=[C:9]([O:14][CH3:15])[CH:8]=1)([CH3:6])[CH3:5].[N-:17]=[N+:18]=[N-:19].[Na+]. Product: [N:17]([CH2:2][C:3](=[O:16])[C:4]([C:7]1[CH:12]=[CH:11][C:10]([F:13])=[C:9]([O:14][CH3:15])[CH:8]=1)([CH3:6])[CH3:5])=[N+:18]=[N-:19]. The catalyst class is: 18. (4) Reactant: [Br:1][C:2]1[CH:7]=[CH:6][C:5](I)=[C:4]([F:9])[C:3]=1[CH3:10].O.[CH3:12][N:13](C=O)C. Product: [Br:1][C:2]1[CH:7]=[CH:6][C:5]([C:12]#[N:13])=[C:4]([F:9])[C:3]=1[CH3:10]. The catalyst class is: 267. (5) Reactant: [Cl:1][C:2]1[CH:3]=[C:4]([CH:29]=[CH:30][C:31]=1[Cl:32])[C:5]([NH:7][C:8]1[CH:9]=[CH:10][C:11]([O:14][C:15]2[CH:28]=[CH:27][C:18]([CH2:19][NH:20][CH2:21][C:22]([O:24]CC)=[O:23])=[CH:17][CH:16]=2)=[N:12][CH:13]=1)=[O:6].C(N(CC)CC)C.[C:40](Cl)(=[O:42])[CH3:41].[OH-].[Na+].Cl. Product: [C:40]([N:20]([CH2:21][C:22]([OH:24])=[O:23])[CH2:19][C:18]1[CH:27]=[CH:28][C:15]([O:14][C:11]2[CH:10]=[CH:9][C:8]([NH:7][C:5](=[O:6])[C:4]3[CH:29]=[CH:30][C:31]([Cl:32])=[C:2]([Cl:1])[CH:3]=3)=[CH:13][N:12]=2)=[CH:16][CH:17]=1)(=[O:42])[CH3:41]. The catalyst class is: 46. (6) Reactant: [CH3:1][C:2]1[CH:3]=[CH:4][C:5]([NH:15]C(=O)C(F)(F)F)=[C:6]([CH:14]=1)[C:7]([O:9][C:10]([CH3:13])([CH3:12])[CH3:11])=[O:8].[BH4-].[Na+].O. Product: [NH2:15][C:5]1[CH:4]=[CH:3][C:2]([CH3:1])=[CH:14][C:6]=1[C:7]([O:9][C:10]([CH3:13])([CH3:12])[CH3:11])=[O:8]. The catalyst class is: 8.